From a dataset of Forward reaction prediction with 1.9M reactions from USPTO patents (1976-2016). Predict the product of the given reaction. (1) Given the reactants [C:1]1([N+:7]2[C:11]([C:12]3[CH:17]=[CH:16][CH:15]=[CH:14][C:13]=3[CH3:18])=[C:10]([C:19]3[CH:24]=[CH:23][CH:22]=[CH:21][C:20]=3[CH3:25])O[CH:8]=2)[CH:6]=[CH:5][CH:4]=[CH:3][CH:2]=1.[F:26][B-:27]([F:30])([F:29])[F:28].C(O)C.[NH2:34][C:35]1[CH:40]=[CH:39][CH:38]=[CH:37][CH:36]=1.S(=O)(=O)(O)O, predict the reaction product. The product is: [C:1]1([N+:7]2[C:11]([C:12]3[CH:17]=[CH:16][CH:15]=[CH:14][C:13]=3[CH3:18])=[C:10]([C:19]3[CH:24]=[CH:23][CH:22]=[CH:21][C:20]=3[CH3:25])[N:34]([C:35]3[CH:40]=[CH:39][CH:38]=[CH:37][CH:36]=3)[CH:8]=2)[CH:6]=[CH:5][CH:4]=[CH:3][CH:2]=1.[F:26][B-:27]([F:30])([F:29])[F:28]. (2) Given the reactants [Br:1][C:2]1[CH:7]=[CH:6][N:5]2[N:8]=[CH:9][C:10]([C:11]([NH:13][NH2:14])=[O:12])=[C:4]2[CH:3]=1.[C:15](=S)=[S:16].[OH-].[K+], predict the reaction product. The product is: [Br:1][C:2]1[CH:7]=[CH:6][N:5]2[N:8]=[CH:9][C:10]([C:11]3[O:12][C:15](=[S:16])[NH:14][N:13]=3)=[C:4]2[CH:3]=1. (3) Given the reactants Br[C:2]1[CH:7]=[CH:6][C:5]([C:8]2[O:12][N:11]=[C:10]([CH3:13])[N:9]=2)=[CH:4][CH:3]=1.[CH:14]1([CH2:17][N:18]2[CH2:23][CH2:22][N:21]([C:24]([C@H:26]3[CH2:30][CH2:29][NH:28][CH2:27]3)=[O:25])[CH2:20][CH2:19]2)[CH2:16][CH2:15]1, predict the reaction product. The product is: [CH:14]1([CH2:17][N:18]2[CH2:23][CH2:22][N:21]([C:24]([C@H:26]3[CH2:30][CH2:29][N:28]([C:2]4[CH:7]=[CH:6][C:5]([C:8]5[O:12][N:11]=[C:10]([CH3:13])[N:9]=5)=[CH:4][CH:3]=4)[CH2:27]3)=[O:25])[CH2:20][CH2:19]2)[CH2:15][CH2:16]1. (4) Given the reactants [Cl:1][C:2]1[C:7]([Cl:8])=[CH:6][CH:5]=[CH:4][C:3]=1[NH:9][CH2:10][C:11]1[NH:12][CH2:13][CH2:14][N:15]=1.[N:16]#[C:17]Br, predict the reaction product. The product is: [Cl:1][C:2]1[C:7]([Cl:8])=[CH:6][CH:5]=[CH:4][C:3]=1[NH:9][CH2:10][C:11]1[N:15]([C:17]#[N:16])[CH2:14][CH2:13][N:12]=1. (5) Given the reactants [Cl:1][C:2]1[CH:3]=[C:4]([NH:16][C:17]2[C:26]3[C:21](=[CH:22][CH:23]=[CH:24][C:25]=3[O:27][C@H:28]([CH3:33])[C:29](OC)=[O:30])[N:20]=[CH:19][N:18]=2)[CH:5]=[CH:6][C:7]=1[O:8][CH2:9][C:10]1[CH:15]=[CH:14][CH:13]=[CH:12][N:11]=1.O.[NH:35]1[CH2:39][CH2:38][C@@H:37]([OH:40])[CH2:36]1, predict the reaction product. The product is: [Cl:1][C:2]1[CH:3]=[C:4]([NH:16][C:17]2[C:26]3[C:21](=[CH:22][CH:23]=[CH:24][C:25]=3[O:27][C@H:28]([CH3:33])[C:29]([N:35]3[CH2:39][CH2:38][C@@H:37]([OH:40])[CH2:36]3)=[O:30])[N:20]=[CH:19][N:18]=2)[CH:5]=[CH:6][C:7]=1[O:8][CH2:9][C:10]1[CH:15]=[CH:14][CH:13]=[CH:12][N:11]=1. (6) Given the reactants Br[C:2]1[CH:3]=[C:4]([CH:15]=[CH:16][CH:17]=1)[CH2:5][N:6]([CH3:14])[C:7](=[O:13])[O:8][C:9]([CH3:12])([CH3:11])[CH3:10].[CH:18]([C:20]1[CH:25]=[CH:24][C:23](B(O)O)=[CH:22][CH:21]=1)=[O:19], predict the reaction product. The product is: [CH:18]([C:20]1[CH:25]=[CH:24][C:23]([C:2]2[CH:17]=[CH:16][CH:15]=[C:4]([CH2:5][N:6]([CH3:14])[C:7](=[O:13])[O:8][C:9]([CH3:12])([CH3:11])[CH3:10])[CH:3]=2)=[CH:22][CH:21]=1)=[O:19]. (7) Given the reactants [CH3:1][N:2]([CH3:17])[CH2:3][CH2:4][N:5]1[CH:13]=[C:12]2[C:7]([CH:8]=[CH:9][C:10]([N+]([O-])=O)=[CH:11]2)=[N:6]1.[Cl-].[NH4+:19].[CH2:20](O)[CH3:21].O, predict the reaction product. The product is: [N:2]1([CH2:3][CH2:4][N:5]2[CH:13]=[C:12]3[C:7]([CH:8]=[C:9]([NH2:19])[CH:10]=[CH:11]3)=[N:6]2)[CH2:17][CH2:21][CH2:20][CH2:1]1. (8) Given the reactants [Cl:1][C:2]1[C:11]([S:12]([NH:15][CH3:16])(=[O:14])=[O:13])=[CH:10][CH:9]=[CH:8][C:3]=1[C:4]([O:6]C)=[O:5].[OH-].[Na+], predict the reaction product. The product is: [Cl:1][C:2]1[C:11]([S:12]([NH:15][CH3:16])(=[O:14])=[O:13])=[CH:10][CH:9]=[CH:8][C:3]=1[C:4]([OH:6])=[O:5]. (9) Given the reactants Br[C:2]1[C:6]2[N:7]=[C:8]([Cl:12])[N:9]=[C:10]([NH2:11])[C:5]=2[S:4][CH:3]=1.[CH3:13][NH:14][S:15]([C:18]1[CH:19]=[C:20](B(O)O)[CH:21]=[CH:22][CH:23]=1)(=[O:17])=[O:16], predict the reaction product. The product is: [NH2:11][C:10]1[C:5]2[S:4][CH:3]=[C:2]([C:20]3[CH:19]=[C:18]([S:15]([NH:14][CH3:13])(=[O:16])=[O:17])[CH:23]=[CH:22][CH:21]=3)[C:6]=2[N:7]=[C:8]([Cl:12])[N:9]=1.